From a dataset of Catalyst prediction with 721,799 reactions and 888 catalyst types from USPTO. Predict which catalyst facilitates the given reaction. (1) Reactant: C[Si]([N-][Si](C)(C)C)(C)C.[K+].C(NC(C)C)(C)C.[Cl:18][C:19]1[N:24]=[C:23]([C:25]2[CH:37]=[C:36]([O:38][CH3:39])[CH:35]=[CH:34][C:26]=2[C:27](N(CC)CC)=[O:28])[C:22]([CH3:40])=[CH:21][CH:20]=1. Product: [Cl:18][C:19]1[CH:20]=[CH:21][C:22]2[C:23](=[C:25]3[CH:37]=[C:36]([O:38][CH3:39])[CH:35]=[CH:34][C:26]3=[C:27]([OH:28])[CH:40]=2)[N:24]=1. The catalyst class is: 1. (2) The catalyst class is: 5. Reactant: [CH3:1][O:2][C:3]1[CH:4]=[C:5]([C:9]2([NH:21][S:22]([NH:25]C(=O)OC(C)(C)C)(=[O:24])=[O:23])[CH2:14][CH2:13][N:12]([C:15]3[N:20]=[CH:19][CH:18]=[CH:17][N:16]=3)[CH2:11][CH2:10]2)[CH:6]=[CH:7][CH:8]=1.Cl.O1CCOCC1. Product: [CH3:1][O:2][C:3]1[CH:4]=[C:5]([C:9]2([NH:21][S:22]([NH2:25])(=[O:24])=[O:23])[CH2:10][CH2:11][N:12]([C:15]3[N:16]=[CH:17][CH:18]=[CH:19][N:20]=3)[CH2:13][CH2:14]2)[CH:6]=[CH:7][CH:8]=1. (3) Reactant: [N+:1]([C:4]1[CH:9]=[CH:8][CH:7]=[CH:6][C:5]=1[S:10]([NH:13][CH:14]1[CH2:19][CH2:18][N:17]([CH2:20][C:21]2[CH:26]=[CH:25][CH:24]=[CH:23][CH:22]=2)[CH2:16][CH2:15]1)(=[O:12])=[O:11])([O-])=O.O.O.S(S([O-])=O)([O-])=O.[Na+].[Na+]. Product: [NH2:1][C:4]1[CH:9]=[CH:8][CH:7]=[CH:6][C:5]=1[S:10]([NH:13][CH:14]1[CH2:15][CH2:16][N:17]([CH2:20][C:21]2[CH:26]=[CH:25][CH:24]=[CH:23][CH:22]=2)[CH2:18][CH2:19]1)(=[O:12])=[O:11]. The catalyst class is: 40.